Dataset: CYP1A2 inhibition data for predicting drug metabolism from PubChem BioAssay. Task: Regression/Classification. Given a drug SMILES string, predict its absorption, distribution, metabolism, or excretion properties. Task type varies by dataset: regression for continuous measurements (e.g., permeability, clearance, half-life) or binary classification for categorical outcomes (e.g., BBB penetration, CYP inhibition). Dataset: cyp1a2_veith. (1) The compound is COCCNc1ccnc(-c2ccccc2C)n1. The result is 1 (inhibitor). (2) The molecule is O=C(O)c1nnsc1COCc1ccccc1. The result is 0 (non-inhibitor). (3) The compound is COc1cccc(OC)c1OCCNC[C@@H]1CSc2ccccc2O1. The result is 1 (inhibitor). (4) The result is 1 (inhibitor). The compound is O=c1c(-c2ccc(F)cc2)nc2cncnc2n1-c1ccccc1.